Dataset: Merck oncology drug combination screen with 23,052 pairs across 39 cell lines. Task: Regression. Given two drug SMILES strings and cell line genomic features, predict the synergy score measuring deviation from expected non-interaction effect. (1) Drug 1: CC1CC2C3CCC4=CC(=O)C=CC4(C)C3(F)C(O)CC2(C)C1(O)C(=O)CO. Drug 2: Cn1nnc2c(C(N)=O)ncn2c1=O. Cell line: UWB1289. Synergy scores: synergy=-5.06. (2) Drug 1: Nc1ccn(C2OC(CO)C(O)C2(F)F)c(=O)n1. Drug 2: Cn1c(=O)n(-c2ccc(C(C)(C)C#N)cc2)c2c3cc(-c4cnc5ccccc5c4)ccc3ncc21. Cell line: T47D. Synergy scores: synergy=46.3. (3) Drug 1: CC(=O)OC1C(=O)C2(C)C(O)CC3OCC3(OC(C)=O)C2C(OC(=O)c2ccccc2)C2(O)CC(OC(=O)C(O)C(NC(=O)c3ccccc3)c3ccccc3)C(C)=C1C2(C)C. Drug 2: COC1=C2CC(C)CC(OC)C(O)C(C)C=C(C)C(OC(N)=O)C(OC)C=CC=C(C)C(=O)NC(=CC1=O)C2=O. Cell line: NCIH1650. Synergy scores: synergy=-0.0139. (4) Drug 1: O=S1(=O)NC2(CN1CC(F)(F)F)C1CCC2Cc2cc(C=CCN3CCC(C(F)(F)F)CC3)ccc2C1. Drug 2: CC(=O)OC1C(=O)C2(C)C(O)CC3OCC3(OC(C)=O)C2C(OC(=O)c2ccccc2)C2(O)CC(OC(=O)C(O)C(NC(=O)c3ccccc3)c3ccccc3)C(C)=C1C2(C)C. Cell line: LOVO. Synergy scores: synergy=21.7. (5) Drug 1: Nc1ccn(C2OC(CO)C(O)C2(F)F)c(=O)n1. Drug 2: CS(=O)(=O)CCNCc1ccc(-c2ccc3ncnc(Nc4ccc(OCc5cccc(F)c5)c(Cl)c4)c3c2)o1. Cell line: UACC62. Synergy scores: synergy=5.58. (6) Drug 1: Nc1ccn(C2OC(CO)C(O)C2(F)F)c(=O)n1. Drug 2: CCc1cnn2c(NCc3ccc[n+]([O-])c3)cc(N3CCCCC3CCO)nc12. Cell line: ES2. Synergy scores: synergy=-2.11. (7) Drug 1: CCC1(O)CC2CN(CCc3c([nH]c4ccccc34)C(C(=O)OC)(c3cc4c(cc3OC)N(C)C3C(O)(C(=O)OC)C(OC(C)=O)C5(CC)C=CCN6CCC43C65)C2)C1. Drug 2: Cn1c(=O)n(-c2ccc(C(C)(C)C#N)cc2)c2c3cc(-c4cnc5ccccc5c4)ccc3ncc21. Cell line: A2780. Synergy scores: synergy=14.8.